This data is from Catalyst prediction with 721,799 reactions and 888 catalyst types from USPTO. The task is: Predict which catalyst facilitates the given reaction. (1) Reactant: [NH2:1][CH2:2][CH2:3][C:4]1[CH:9]=[CH:8][CH:7]=[CH:6][C:5]=1[C:10]1[CH:15]=[CH:14][C:13]([C@@H:16]2[C@@:21]([OH:36])([C:22]3[CH:27]=[CH:26][C:25]([CH2:28][O:29][CH2:30][C@@H:31]([CH3:35])[CH2:32][O:33][CH3:34])=[CH:24][CH:23]=3)[CH2:20][CH2:19][N:18]([C:37]([O:39][C:40]([CH3:43])([CH3:42])[CH3:41])=[O:38])[CH2:17]2)=[C:12]([CH3:44])[CH:11]=1.CCN(CC)CC.[N:52]([Si](C)(C)C)=[C:53]=[O:54]. Product: [C:53]([NH:1][CH2:2][CH2:3][C:4]1[CH:9]=[CH:8][CH:7]=[CH:6][C:5]=1[C:10]1[CH:15]=[CH:14][C:13]([C@@H:16]2[C@@:21]([OH:36])([C:22]3[CH:23]=[CH:24][C:25]([CH2:28][O:29][CH2:30][C@@H:31]([CH3:35])[CH2:32][O:33][CH3:34])=[CH:26][CH:27]=3)[CH2:20][CH2:19][N:18]([C:37]([O:39][C:40]([CH3:43])([CH3:42])[CH3:41])=[O:38])[CH2:17]2)=[C:12]([CH3:44])[CH:11]=1)(=[O:54])[NH2:52]. The catalyst class is: 1. (2) Reactant: [H-].[Na+].[C:3]([O:7][C:8]([N:10]1[CH2:15][CH2:14][C:13]2([CH2:20][CH2:19][NH:18][CH2:17][CH2:16]2)[CH2:12][CH2:11]1)=[O:9])([CH3:6])([CH3:5])[CH3:4].Cl.Br[CH2:23][C:24]1[CH:29]=[CH:28][N:27]=[CH:26][CH:25]=1. Product: [C:3]([O:7][C:8]([N:10]1[CH2:15][CH2:14][C:13]2([CH2:20][CH2:19][N:18]([CH2:23][C:24]3[CH:29]=[CH:28][N:27]=[CH:26][CH:25]=3)[CH2:17][CH2:16]2)[CH2:12][CH2:11]1)=[O:9])([CH3:6])([CH3:4])[CH3:5]. The catalyst class is: 3. (3) Product: [NH2:17][C:18]1[CH:25]=[C:24]([O:14][CH2:13][C:12]([F:16])([F:15])[F:11])[C:21]([C:22]#[N:23])=[CH:20][N:19]=1. Reactant: C[Si]([N-][Si](C)(C)C)(C)C.[K+].[F:11][C:12]([F:16])([F:15])[CH2:13][OH:14].[NH2:17][C:18]1[CH:25]=[C:24](F)[C:21]([C:22]#[N:23])=[CH:20][N:19]=1. The catalyst class is: 1. (4) Reactant: [OH:1][C:2]1[CH:3]=[C:4]2[C:9](=[CH:10][CH:11]=1)[N:8]=[C:7]([CH2:12][CH:13]([CH3:15])[CH3:14])[C:6]([C:16]#[N:17])=[C:5]2[C:18]1[CH:23]=[CH:22][C:21]([CH3:24])=[CH:20][CH:19]=1.[CH2:25](Br)[C:26]1[CH:31]=[CH:30][CH:29]=[CH:28][CH:27]=1.C(=O)([O-])[O-].[K+].[K+]. Product: [CH2:25]([O:1][C:2]1[CH:3]=[C:4]2[C:9](=[CH:10][CH:11]=1)[N:8]=[C:7]([CH2:12][CH:13]([CH3:15])[CH3:14])[C:6]([C:16]#[N:17])=[C:5]2[C:18]1[CH:23]=[CH:22][C:21]([CH3:24])=[CH:20][CH:19]=1)[C:26]1[CH:31]=[CH:30][CH:29]=[CH:28][CH:27]=1. The catalyst class is: 9. (5) Reactant: [CH3:1][C:2]1[C:6]([C:7]2[CH:16]=[C:15]3[C:10]([C:11]([NH:18][CH2:19]C4C=CC=CC=4)=[C:12]([NH2:17])[CH:13]=[N:14]3)=[CH:9][CH:8]=2)=[C:5]([CH3:26])[O:4][N:3]=1.[CH:27]1[CH:28]=[CH:29][C:30]2N(O)N=N[C:31]=2[CH:32]=1.CCN=C=N[CH2:42][CH2:43][CH2:44]N(C)C.[CH3:48]CN(CC)CC.C(O)=O. Product: [C:43]([C:31]1[CH:30]=[CH:29][CH:28]=[CH:27][C:32]=1[N:18]1[C:11]2[C:10]3[CH:9]=[CH:8][C:7]([C:6]4[C:2]([CH3:1])=[N:3][O:4][C:5]=4[CH3:26])=[CH:16][C:15]=3[N:14]=[CH:13][C:12]=2[N:17]=[CH:19]1)([CH3:44])([CH3:48])[CH3:42]. The catalyst class is: 34. (6) Reactant: [C:1]([C:5]1[C:13]2[C:8](=[CH:9][C:10]([N+:14]([O-])=O)=[CH:11][CH:12]=2)[NH:7][CH:6]=1)([CH3:4])([CH3:3])[CH3:2]. Product: [C:1]([C:5]1[C:13]2[C:8](=[CH:9][C:10]([NH2:14])=[CH:11][CH:12]=2)[NH:7][CH:6]=1)([CH3:4])([CH3:2])[CH3:3]. The catalyst class is: 171. (7) Reactant: [OH:1][CH2:2][CH2:3][CH2:4][CH2:5][NH2:6].Br[CH2:8][C:9]([O:11][C:12]([CH3:15])([CH3:14])[CH3:13])=[O:10]. Product: [OH:1][CH2:2][CH2:3][CH2:4][CH2:5][NH:6][CH2:8][C:9]([O:11][C:12]([CH3:15])([CH3:14])[CH3:13])=[O:10]. The catalyst class is: 27.